This data is from Full USPTO retrosynthesis dataset with 1.9M reactions from patents (1976-2016). The task is: Predict the reactants needed to synthesize the given product. (1) The reactants are: [CH:1](NC(C)C)(C)C.C([Li])CCC.[CH2:13]([CH:15]([C:19]1[CH:24]=[CH:23][N:22]=[CH:21][CH:20]=1)[C:16]([OH:18])=[O:17])[CH3:14].CI. Given the product [CH2:13]([C:15]([C:19]1[CH:20]=[CH:21][N:22]=[CH:23][CH:24]=1)([CH3:1])[C:16]([OH:18])=[O:17])[CH3:14], predict the reactants needed to synthesize it. (2) Given the product [C:2]([O:1][C:2]([C:5]([O:8][C:13](=[O:9])[CH:12]=[CH2:11])([CH3:7])[CH3:6])([CH3:4])[CH3:3])(=[O:1])[CH:5]=[CH2:6], predict the reactants needed to synthesize it. The reactants are: [OH:1][C:2]([C:5]([OH:8])([CH3:7])[CH3:6])([CH3:4])[CH3:3].[O:9]1[CH2:13][CH2:12][CH2:11]C1. (3) Given the product [CH3:1][N:2]([C:3]1[CH:4]=[CH:5][C:6]([N+:9]([O-:11])=[O:10])=[CH:7][CH:8]=1)[C:13](=[O:14])[O:15][CH3:16], predict the reactants needed to synthesize it. The reactants are: [CH3:1][NH:2][C:3]1[CH:8]=[CH:7][C:6]([N+:9]([O-:11])=[O:10])=[CH:5][CH:4]=1.Cl[C:13]([O:15][CH3:16])=[O:14]. (4) Given the product [F:1][C:2]([F:10])([F:11])[C:3]1[CH:4]=[CH:5][C:6]([O:9][CH:14]2[CH2:15][CH2:16][CH2:17][CH2:18][O:13]2)=[CH:7][CH:8]=1, predict the reactants needed to synthesize it. The reactants are: [F:1][C:2]([F:11])([F:10])[C:3]1[CH:8]=[CH:7][C:6]([OH:9])=[CH:5][CH:4]=1.Cl.[O:13]1[CH:18]=[CH:17][CH2:16][CH2:15][CH2:14]1.C([O-])(O)=O.[Na+]. (5) Given the product [F:1][C:2]1[C:7]([F:8])=[CH:6][C:5]([F:9])=[CH:4][C:3]=1[CH:10]1[CH2:20][NH:17][C:12](=[O:14])[CH2:11]1, predict the reactants needed to synthesize it. The reactants are: [F:1][C:2]1[C:7]([F:8])=[CH:6][C:5]([F:9])=[CH:4][C:3]=1[CH:10]=[CH:11][C:12]([O:14]CC)=O.[N+:17]([CH3:20])([O-])=O. (6) Given the product [F:1][C:2]([F:18])([F:17])[C:3]1[CH:16]=[CH:15][C:6]([CH2:7][N:8]2[CH2:13][CH2:12][C:11](=[N:20][OH:21])[CH2:10][CH2:9]2)=[CH:5][CH:4]=1, predict the reactants needed to synthesize it. The reactants are: [F:1][C:2]([F:18])([F:17])[C:3]1[CH:16]=[CH:15][C:6]([CH2:7][N:8]2[CH2:13][CH2:12][C:11](=O)[CH2:10][CH2:9]2)=[CH:5][CH:4]=1.Cl.[NH2:20][OH:21]. (7) Given the product [CH:2]([C:5]1[CH:10]=[CH:9][C:8]([C:11]2[N:15]3[CH:16]=[N:17][C:18]4[N:22]([S:23]([C:26]5[CH:27]=[CH:28][C:29]([CH3:30])=[CH:31][CH:32]=5)(=[O:25])=[O:24])[CH:21]=[CH:20][C:19]=4[C:14]3=[C:13]([CH:33]3[CH2:38][CH2:37][CH2:36][NH:35][CH2:34]3)[N:12]=2)=[CH:7][CH:6]=1)([CH3:4])[CH3:3], predict the reactants needed to synthesize it. The reactants are: O[C:2]([C:5]1[CH:10]=[CH:9][C:8]([C:11]2[N:15]3[CH:16]=[N:17][C:18]4[N:22]([S:23]([C:26]5[CH:32]=[CH:31][C:29]([CH3:30])=[CH:28][CH:27]=5)(=[O:25])=[O:24])[CH:21]=[CH:20][C:19]=4[C:14]3=[C:13]([CH:33]3[CH2:38][CH2:37][CH2:36][N:35](C(OCC4C=CC=CC=4)=O)[CH2:34]3)[N:12]=2)=[CH:7][CH:6]=1)([CH3:4])[CH3:3].I[Si](C)(C)C. (8) Given the product [CH2:17](/[C:16](/[C:15](=[O:19])[CH2:14][CH:12]([CH3:13])[CH3:11])=[C:20](/[OH:26])\[C:21]([O:23][CH2:24][CH3:25])=[O:22])[CH3:18], predict the reactants needed to synthesize it. The reactants are: C[Si]([N-][Si](C)(C)C)(C)C.[Li+].[CH3:11][CH:12]([CH2:14][C:15](=[O:19])[CH2:16][CH2:17][CH3:18])[CH3:13].[C:20](OCC)(=[O:26])[C:21]([O:23][CH2:24][CH3:25])=[O:22].Cl. (9) Given the product [CH3:42][O:43][C:25]1[C:24]([C:19]2[N:20]=[C:21]([CH2:22][CH3:23])[C:16]([NH:15][C@H:5]3[C@@H:4]([O:3][CH2:1][CH3:2])[CH2:8][N:7]([C:9]4[N:10]=[CH:11][CH:12]=[CH:13][N:14]=4)[CH2:6]3)=[N:17][C:18]=2[CH2:33][CH3:34])=[CH:29][CH:28]=[C:27]([O:30][CH3:31])[N:26]=1, predict the reactants needed to synthesize it. The reactants are: [CH2:1]([O:3][C@H:4]1[CH2:8][N:7]([C:9]2[N:14]=[CH:13][CH:12]=[CH:11][N:10]=2)[CH2:6][C@H:5]1[NH:15][C:16]1[C:21]([CH2:22][CH3:23])=[N:20][C:19]([C:24]2[C:25](C)=[N:26][C:27]([O:30][CH3:31])=[CH:28][CH:29]=2)=[C:18]([CH2:33][CH3:34])[N:17]=1)[CH3:2].BrC1N=CC=CN=1.[CH3:42][O:43]C1C(C2N=C(CC)C(N[C@H]3[C@@H](OCC)CNC3)=NC=2CC)=CC=C(OC)N=1.